The task is: Predict which catalyst facilitates the given reaction.. This data is from Catalyst prediction with 721,799 reactions and 888 catalyst types from USPTO. (1) Reactant: [H][H].[F:3][C:4]1[CH:14]=[C:13]([N+:15]([O-])=O)[CH:12]=[CH:11][C:5]=1[C:6]([O:8][CH2:9][CH3:10])=[O:7]. Product: [NH2:15][C:13]1[CH:12]=[CH:11][C:5]([C:6]([O:8][CH2:9][CH3:10])=[O:7])=[C:4]([F:3])[CH:14]=1. The catalyst class is: 78. (2) Product: [NH2:8][C:5]1[CH:6]=[CH:7][C:2]([F:1])=[C:3]([C:11]2[C:12]([C:17]#[N:18])=[CH:13][CH:14]=[CH:15][CH:16]=2)[CH:4]=1. The catalyst class is: 199. Reactant: [F:1][C:2]1[CH:7]=[CH:6][C:5]([N+:8]([O-])=O)=[CH:4][C:3]=1[C:11]1[C:12]([C:17]#[N:18])=[CH:13][CH:14]=[CH:15][CH:16]=1.O.O.[Sn](Cl)Cl. (3) Reactant: [C:18]1(P([C:14]2[CH:19]=[CH:18][CH:17]=[CH:16]C=2)[C:18]2[CH:19]=[CH:14]C=[CH:16][CH:17]=2)[CH:19]=[CH:14]C=[CH:16][CH:17]=1.[N:20]([C:27](OCC)=O)=NC(OCC)=O.[NH2:32][C:33]1[C:34]([C:38]2[N:39]([CH2:49][CH3:50])[C:40]3[C:45]([OH:46])=[CH:44][N:43]=[C:42]([Cl:47])[C:41]=3[N:48]=2)=[N:35][O:36][N:37]=1.[CH2:51](Cl)Cl. Product: [Cl:47][C:42]1[C:41]2[N:48]=[C:38]([C:34]3[C:33]([NH2:32])=[N:37][O:36][N:35]=3)[N:39]([CH2:49][CH3:50])[C:40]=2[C:45]([O:46][CH2:51][C@H:19]2[CH2:18][CH2:17][CH2:16][N:20]([CH3:27])[CH2:14]2)=[CH:44][N:43]=1. The catalyst class is: 1. (4) Reactant: [F:1][C:2]1[C:7]2[C:8]([C:18](=[O:21])[NH:19][CH3:20])=[C:9]([C:11]3[CH:16]=[CH:15][C:14]([F:17])=[CH:13][CH:12]=3)[O:10][C:6]=2[CH:5]=[CH:4][C:3]=1[C:22]1[C:23]([CH3:33])=[CH:24][C:25]([O:31][CH3:32])=[C:26]([CH:30]=1)[C:27](O)=[O:28].Cl.[NH2:35][C:36]1([C:47]2[N:52]=[CH:51][CH:50]=[CH:49][N:48]=2)[CH2:39][N:38]([C:40]([O:42][C:43]([CH3:46])([CH3:45])[CH3:44])=[O:41])[CH2:37]1.C1CN([P+](ON2N=NC3C=CC=CC2=3)(N2CCCC2)N2CCCC2)CC1.F[P-](F)(F)(F)(F)F.C(N(CC)CC)C. Product: [F:1][C:2]1[C:7]2[C:8]([C:18](=[O:21])[NH:19][CH3:20])=[C:9]([C:11]3[CH:16]=[CH:15][C:14]([F:17])=[CH:13][CH:12]=3)[O:10][C:6]=2[CH:5]=[CH:4][C:3]=1[C:22]1[C:23]([CH3:33])=[CH:24][C:25]([O:31][CH3:32])=[C:26]([CH:30]=1)[C:27]([NH:35][C:36]1([C:47]2[N:48]=[CH:49][CH:50]=[CH:51][N:52]=2)[CH2:37][N:38]([C:40]([O:42][C:43]([CH3:46])([CH3:45])[CH3:44])=[O:41])[CH2:39]1)=[O:28]. The catalyst class is: 18. (5) Reactant: [O:1]=[C:2]1[C:10]2[C:5](=[CH:6][C:7]([O:11][C:12]3[CH:17]=[CH:16][CH:15]=[CH:14][C:13]=3[CH3:18])=[CH:8][CH:9]=2)[C:4](=[O:19])[N:3]1[CH2:20][C:21]([O:23][CH3:24])=[O:22].[CH2:25](O)[CH2:26][CH2:27]C. Product: [OH:1][C:2]1[C:10]2[C:5](=[CH:6][C:7]([O:11][C:12]3[CH:17]=[CH:16][CH:15]=[CH:14][C:13]=3[CH3:18])=[CH:8][CH:9]=2)[C:4]([OH:19])=[C:20]([C:21]([O:23][CH2:24][CH2:25][CH2:26][CH3:27])=[O:22])[N:3]=1. The catalyst class is: 25. (6) Reactant: [C@H:1]1([OH:8])[CH2:6][CH2:5][CH2:4][C@H:3]([OH:7])[CH2:2]1.[H-].[Na+].[Cl:11][C:12]1[CH:19]=[C:18](F)[CH:17]=[CH:16][C:13]=1[C:14]#[N:15]. Product: [Cl:11][C:12]1[CH:19]=[C:18]([O:7][C@@H:3]2[CH2:4][CH2:5][CH2:6][C@@H:1]([OH:8])[CH2:2]2)[CH:17]=[CH:16][C:13]=1[C:14]#[N:15]. The catalyst class is: 7.